From a dataset of Merck oncology drug combination screen with 23,052 pairs across 39 cell lines. Regression. Given two drug SMILES strings and cell line genomic features, predict the synergy score measuring deviation from expected non-interaction effect. (1) Synergy scores: synergy=7.36. Drug 1: N#Cc1ccc(Cn2cncc2CN2CCN(c3cccc(Cl)c3)C(=O)C2)cc1. Cell line: OV90. Drug 2: CCc1c2c(nc3ccc(O)cc13)-c1cc3c(c(=O)n1C2)COC(=O)C3(O)CC. (2) Drug 1: O=c1[nH]cc(F)c(=O)[nH]1. Drug 2: NC(=O)c1cccc2cn(-c3ccc(C4CCCNC4)cc3)nc12. Cell line: PA1. Synergy scores: synergy=4.91.